From a dataset of NCI-60 drug combinations with 297,098 pairs across 59 cell lines. Regression. Given two drug SMILES strings and cell line genomic features, predict the synergy score measuring deviation from expected non-interaction effect. (1) Drug 1: C1C(C(OC1N2C=NC3=C(N=C(N=C32)Cl)N)CO)O. Drug 2: CC(C)CN1C=NC2=C1C3=CC=CC=C3N=C2N. Cell line: SF-295. Synergy scores: CSS=3.02, Synergy_ZIP=-4.04, Synergy_Bliss=-3.40, Synergy_Loewe=-4.46, Synergy_HSA=-2.94. (2) Drug 1: CCCCC(=O)OCC(=O)C1(CC(C2=C(C1)C(=C3C(=C2O)C(=O)C4=C(C3=O)C=CC=C4OC)O)OC5CC(C(C(O5)C)O)NC(=O)C(F)(F)F)O. Drug 2: CN1C2=C(C=C(C=C2)N(CCCl)CCCl)N=C1CCCC(=O)O.Cl. Cell line: NCI-H460. Synergy scores: CSS=1.38, Synergy_ZIP=2.24, Synergy_Bliss=5.73, Synergy_Loewe=5.41, Synergy_HSA=5.94.